From a dataset of Retrosynthesis with 50K atom-mapped reactions and 10 reaction types from USPTO. Predict the reactants needed to synthesize the given product. (1) Given the product CCN(c1ccc(C)c2cc(-c3ncc(CO)s3)[nH]c12)S(=O)(=O)c1cccs1, predict the reactants needed to synthesize it. The reactants are: CCN(c1ccc(C)c2cc(-c3ncc(C=O)s3)[nH]c12)S(=O)(=O)c1cccs1. (2) Given the product CCOc1cc(C(CCOC)N2C(=O)c3ccccc3C2=O)ccc1OC, predict the reactants needed to synthesize it. The reactants are: CCOc1cc(C(CCO)N2C(=O)c3ccccc3C2=O)ccc1OC.CI. (3) Given the product COc1cccc(-c2cccc(-c3cccc(-c4cc(C)ccc4O)n3)n2)c1O, predict the reactants needed to synthesize it. The reactants are: COc1cccc(-c2cccc(-c3cccc(Br)n3)n2)c1O.Cc1ccc(O)c(B(O)O)c1. (4) Given the product C[C@@H]1CN(C(=O)OC(C)(C)C)Cc2cc3ccc(Br)nc3n21, predict the reactants needed to synthesize it. The reactants are: CC(C)(C)OC(=O)OC(=O)OC(C)(C)C.C[C@@H]1CNCc2cc3ccc(Br)nc3n21. (5) Given the product COc1ccc(CN2C(=O)CN(Cc3cccc(C[C@H](NC(=O)OC(C)(C)C)C(=O)O)c3)S2(=O)=O)cc1, predict the reactants needed to synthesize it. The reactants are: COc1ccc(CN2C(=O)CN(Cc3cccc(C[C@H](NC(=O)OC(C)(C)C)C(=O)OCc4ccccc4)c3)S2(=O)=O)cc1. (6) Given the product C=C(C)c1cccc(C(C)(C)NC(=O)OC2(C#N)CN3CCC2CC3)c1, predict the reactants needed to synthesize it. The reactants are: C=C(C)c1cccc(C(C)(C)N=C=O)c1.N#CC1(O)CN2CCC1CC2. (7) Given the product O=C1C(=O)c2ccc(-c3ccncc3)cc2C2=C1SCC1(CCN(C(=O)c3cccc(Cl)c3)CC1)O2, predict the reactants needed to synthesize it. The reactants are: O=C(Cl)c1cccc(Cl)c1.O=C1C(=O)c2ccc(-c3ccncc3)cc2C2=C1SCC1(CCNCC1)O2.